Dataset: Full USPTO retrosynthesis dataset with 1.9M reactions from patents (1976-2016). Task: Predict the reactants needed to synthesize the given product. (1) Given the product [NH2:24][C:25]1[O:23][C:3]([CH:4]([NH:15][C:16](=[O:22])[O:17][C:18]([CH3:19])([CH3:20])[CH3:21])[C:5]2[CH:10]=[CH:9][CH:8]=[C:7]([C:11]([F:12])([F:13])[F:14])[CH:6]=2)=[N:1][N:2]=1, predict the reactants needed to synthesize it. The reactants are: [NH:1]([C:3](=[O:23])[CH:4]([NH:15][C:16](=[O:22])[O:17][C:18]([CH3:21])([CH3:20])[CH3:19])[C:5]1[CH:10]=[CH:9][CH:8]=[C:7]([C:11]([F:14])([F:13])[F:12])[CH:6]=1)[NH2:2].[N:24]#[C:25]Br. (2) Given the product [F:16][C:17]1[CH:27]=[CH:26][CH:25]=[CH:24][C:18]=1/[CH:19]=[CH:20]/[C:21]([NH:28][CH2:29][CH2:30][C:31]1[C:39]2[C:34](=[CH:35][CH:36]=[CH:37][CH:38]=2)[NH:33][CH:32]=1)=[O:23], predict the reactants needed to synthesize it. The reactants are: CCN=C=NCCCN(C)C.Cl.C(Cl)Cl.[F:16][C:17]1[CH:27]=[CH:26][CH:25]=[CH:24][C:18]=1[CH:19]=[CH:20][C:21]([OH:23])=O.[NH2:28][CH2:29][CH2:30][C:31]1[C:39]2[C:34](=[CH:35][CH:36]=[CH:37][CH:38]=2)[NH:33][CH:32]=1. (3) Given the product [C:43]1([CH:42]([SH+:49][C:50]2[CH:55]=[CH:54][CH:53]=[CH:52][CH:51]=2)[C:36]2[CH:41]=[CH:40][CH:39]=[CH:38][CH:37]=2)[CH:44]=[CH:45][CH:46]=[CH:47][CH:48]=1.[F:26][C:20]([F:25])([S:21]([OH:24])(=[O:23])=[O:22])[CH2:19][O:18][C:16]([C:14]1[C:13]2[C:8]([CH:7]=[C:6]3[C:15]=1[CH:2]=[CH:3][CH:4]=[CH:5]3)=[CH:9][CH:10]=[CH:11][CH:12]=2)=[O:17], predict the reactants needed to synthesize it. The reactants are: [Na+].[CH:2]1[C:15]2[C:6](=[CH:7][C:8]3[C:13]([C:14]=2[C:16]([O:18][CH2:19][C:20]([F:26])([F:25])[S:21]([O-:24])(=[O:23])=[O:22])=[O:17])=[CH:12][CH:11]=[CH:10][CH:9]=3)[CH:5]=[CH:4][CH:3]=1.[Na].FC(F)(F)S([O-])(=O)=O.[C:36]1([CH:42]([SH+:49][C:50]2[CH:55]=[CH:54][CH:53]=[CH:52][CH:51]=2)[C:43]2[CH:48]=[CH:47][CH:46]=[CH:45][CH:44]=2)[CH:41]=[CH:40][CH:39]=[CH:38][CH:37]=1. (4) Given the product [CH3:13][N:14]([CH3:40])[C:15]1([C:34]2[CH:39]=[CH:38][CH:37]=[CH:36][CH:35]=2)[CH2:20][CH2:19][C:18]2([C:26]3[NH:27][C:28]4[C:33](=[CH:32][CH:31]=[CH:30][CH:29]=4)[C:25]=3[CH2:24][CH2:23][CH2:22]2)[CH2:17][CH2:16]1, predict the reactants needed to synthesize it. The reactants are: C[Si](OS(C(F)(F)F)(=O)=O)(C)C.[CH3:13][N:14]([CH3:40])[C:15]1([C:34]2[CH:39]=[CH:38][CH:37]=[CH:36][CH:35]=2)[CH2:20][CH2:19][C:18]([CH2:22][CH2:23][CH2:24][C:25]2[C:33]3[C:28](=[CH:29][CH:30]=[CH:31][CH:32]=3)[NH:27][CH:26]=2)(O)[CH2:17][CH2:16]1. (5) Given the product [CH3:10][O:9][C:7]1[CH:6]=[C:5](/[CH:11]=[CH:12]/[C:13]2[CH:18]=[CH:17][C:16]3[O:19][CH2:20][O:21][C:15]=3[CH:14]=2)[CH:4]=[C:3]([O:2][CH3:1])[CH:8]=1, predict the reactants needed to synthesize it. The reactants are: [CH3:1][O:2][C:3]1[CH:4]=[C:5]([C:11](=NNS(C2C=CC(C)=CC=2)(=O)=O)[CH2:12][C:13]2[CH:18]=[CH:17][C:16]3[O:19][CH2:20][O:21][C:15]=3[CH:14]=2)[CH:6]=[C:7]([O:9][CH3:10])[CH:8]=1.CC(C)([O-])C.[K+].C1(C)C=CC=CC=1. (6) Given the product [CH:54]1([CH2:57][C:58]([NH:1][CH:2]2[CH2:7][CH2:6][CH2:5][N:4]([C:8]([C:10]3[CH:11]=[C:12]4[C:20](=[CH:21][CH:22]=3)[N:19]([CH3:23])[C:18]3[CH2:17][CH2:16][CH:15]([CH:24]5[CH2:25][CH2:26][O:27][CH2:28][CH2:29]5)[CH2:14][C:13]4=3)=[O:9])[CH2:3]2)=[O:59])[CH2:56][CH2:55]1, predict the reactants needed to synthesize it. The reactants are: [NH2:1][CH:2]1[CH2:7][CH2:6][CH2:5][N:4]([C:8]([C:10]2[CH:11]=[C:12]3[C:20](=[CH:21][CH:22]=2)[N:19]([CH3:23])[C:18]2[CH2:17][CH2:16][CH:15]([CH:24]4[CH2:29][CH2:28][O:27][CH2:26][CH2:25]4)[CH2:14][C:13]3=2)=[O:9])[CH2:3]1.CN(C(ON1N=NC2C=CC=NC1=2)=[N+](C)C)C.F[P-](F)(F)(F)(F)F.[CH:54]1([CH2:57][C:58](O)=[O:59])[CH2:56][CH2:55]1.C(N(CC)C(C)C)(C)C. (7) The reactants are: [F:1][C:2]1[CH:29]=[CH:28][CH:27]=[C:26]([F:30])[C:3]=1[CH2:4][O:5][C:6]1[CH:7]=[CH:8][C:9]([CH3:25])=[C:10]([N:12]2[CH2:21][C:20]3[C:15](=[CH:16][C:17]([CH2:22]O)=[CH:18][CH:19]=3)[NH:14][C:13]2=[O:24])[CH:11]=1.C([N:33](CC)CC)C.CS(Cl)(=O)=O. Given the product [NH2:33][CH2:22][C:17]1[CH:16]=[C:15]2[C:20]([CH2:21][N:12]([C:10]3[CH:11]=[C:6]([O:5][CH2:4][C:3]4[C:2]([F:1])=[CH:29][CH:28]=[CH:27][C:26]=4[F:30])[CH:7]=[CH:8][C:9]=3[CH3:25])[C:13](=[O:24])[NH:14]2)=[CH:19][CH:18]=1, predict the reactants needed to synthesize it.